Dataset: Experimentally validated miRNA-target interactions with 360,000+ pairs, plus equal number of negative samples. Task: Binary Classification. Given a miRNA mature sequence and a target amino acid sequence, predict their likelihood of interaction. The miRNA is hsa-miR-3198 with sequence GUGGAGUCCUGGGGAAUGGAGA. The protein sequence of the target gene is MKHFLRMLIQVCLYFYCKFLWRCLKFVMRKLTGRCELQRICYNTKPGASRTMKIETSLRDSKSKLLQTSVSVHPDAIEKTIEDIMELKKINPDVNPQLGISLQACLLQIVGYRNLIADVEKLRREAYDSDNPQHEEMLLKLWKFLKPNTPLESRISKQWCEIGFQGDDPKTDFRGMGLLGLYNLQYFAERDATAAQQVLSDSLHPKCRDITKEEISKFSKAEWEKKRMDKAIGYSFAIVGINITDLAYNLLVSGALKTHFYNIAPEAPTLSHFQQTFCYLMHEFHKFWIEEDPMDIMEFN.... Result: 1 (interaction).